From a dataset of Forward reaction prediction with 1.9M reactions from USPTO patents (1976-2016). Predict the product of the given reaction. Given the reactants [CH3:1][C@H:2]1[CH2:11][C:9](=[O:10])[C:5](=[C:6]([CH3:8])[CH3:7])[CH2:4][CH2:3]1.CC([O-])(C)C.[K+].[H][H], predict the reaction product. The product is: [CH3:1][CH:2]1[CH2:11][CH:9]([OH:10])[C:5](=[C:6]([CH3:7])[CH3:8])[CH2:4][CH2:3]1.